The task is: Predict the product of the given reaction.. This data is from Forward reaction prediction with 1.9M reactions from USPTO patents (1976-2016). (1) Given the reactants [CH2:1]1[C:5]2([CH2:10][CH2:9][NH:8][CH2:7][CH2:6]2)[CH2:4][CH:3]=[CH:2]1.CCN(CC)CC.Cl[C:19]([O:21][CH2:22][C:23]1[CH:28]=[CH:27][CH:26]=[CH:25][CH:24]=1)=[O:20], predict the reaction product. The product is: [CH2:4]1[C:5]2([CH2:10][CH2:9][N:8]([C:19]([O:21][CH2:22][C:23]3[CH:28]=[CH:27][CH:26]=[CH:25][CH:24]=3)=[O:20])[CH2:7][CH2:6]2)[CH2:1][CH:2]=[CH:3]1. (2) Given the reactants [CH3:1][O:2][C:3]1[CH:11]=[C:10]([C:12]([F:15])([F:14])[F:13])[CH:9]=[C:8]([S:16][CH3:17])[C:4]=1[C:5](O)=[O:6].S(Cl)([Cl:20])=O, predict the reaction product. The product is: [CH3:1][O:2][C:3]1[CH:11]=[C:10]([C:12]([F:15])([F:14])[F:13])[CH:9]=[C:8]([S:16][CH3:17])[C:4]=1[C:5]([Cl:20])=[O:6]. (3) Given the reactants [CH3:1][CH2:2][C:3](=[O:9])[CH2:4][C:5](=[O:8])[CH2:6][CH3:7].[H-].[Na+].[CH2:12]([O:14][C:15](=[O:18])[CH2:16]Br)[CH3:13], predict the reaction product. The product is: [CH2:12]([O:14][C:15](=[O:18])[CH2:16][CH:4]([C:3](=[O:9])[CH2:2][CH3:1])[C:5](=[O:8])[CH2:6][CH3:7])[CH3:13]. (4) Given the reactants [S:1]1[CH:5]=[CH:4][CH:3]=[C:2]1[C:6]1[CH:14]=[CH:13][C:9]([C:10]([OH:12])=O)=[CH:8][N:7]=1.[NH:15]1[CH2:19][CH2:18][CH2:17][C@H:16]1[CH2:20][N:21]1[CH2:25][CH2:24][CH2:23][CH2:22]1, predict the reaction product. The product is: [N:21]1([CH2:20][C@@H:16]2[CH2:17][CH2:18][CH2:19][N:15]2[C:10]([C:9]2[CH:8]=[N:7][C:6]([C:2]3[S:1][CH:5]=[CH:4][CH:3]=3)=[CH:14][CH:13]=2)=[O:12])[CH2:25][CH2:24][CH2:23][CH2:22]1. (5) The product is: [Cl:22][C:23]1[CH:24]=[CH:25][C:26]([O:39][CH2:40][CH:41]([CH3:43])[CH3:42])=[C:27]([CH2:29][C:30]2[O:31][CH:32]=[C:33]([C:35]([O:37][CH3:38])=[O:36])[N:34]=2)[CH:28]=1. Given the reactants N12CCCN=C1CCCCC2.C1N2CN3CN(C2)CN1C3.[Cl:22][C:23]1[CH:24]=[CH:25][C:26]([O:39][CH2:40][CH:41]([CH3:43])[CH3:42])=[C:27]([CH2:29][C:30]2[O:31][CH2:32][CH:33]([C:35]([O:37][CH3:38])=[O:36])[N:34]=2)[CH:28]=1, predict the reaction product. (6) Given the reactants [CH3:1][S:2](Cl)(=[O:4])=[O:3].[OH:6][CH2:7][C@@H:8]1[CH2:16][CH2:15][CH:14]([C:17]2[O:18][C:19]([CH3:22])=[CH:20][CH:21]=2)[C:13]2[N:9]1[C:10]([C:31]1[CH:36]=[CH:35][CH:34]=[CH:33][CH:32]=1)=[C:11]1[C:26](=[O:27])[N:25]([CH3:28])[C:24](=[O:29])[N:23]([CH3:30])[C:12]1=2.C(N(CC)CC)C, predict the reaction product. The product is: [CH3:1][S:2]([O:6][CH2:7][C@@H:8]1[CH2:16][CH2:15][CH:14]([C:17]2[O:18][C:19]([CH3:22])=[CH:20][CH:21]=2)[C:13]2[N:9]1[C:10]([C:31]1[CH:32]=[CH:33][CH:34]=[CH:35][CH:36]=1)=[C:11]1[C:26](=[O:27])[N:25]([CH3:28])[C:24](=[O:29])[N:23]([CH3:30])[C:12]1=2)(=[O:4])=[O:3].